This data is from Catalyst prediction with 721,799 reactions and 888 catalyst types from USPTO. The task is: Predict which catalyst facilitates the given reaction. (1) Reactant: [NH:1]1[CH:5]=[CH:4][N:3]=[C:2]1[CH2:6][N:7]1[CH2:12][CH2:11][CH:10]([N:13]2[C:17]3=[N:18][CH:19]=[N:20][C:21]([NH2:22])=[C:16]3[C:15](I)=[N:14]2)[CH2:9][CH2:8]1.[CH3:24][O:25][C:26]1[CH:31]=[C:30](B2OC(C)(C)C(C)(C)O2)[CH:29]=[CH:28][C:27]=1[NH:41][C:42](=[O:48])[O:43][C:44]([CH3:47])([CH3:46])[CH3:45].C(=O)([O-])[O-].[Na+].[Na+].COCCOC. Product: [NH2:22][C:21]1[N:20]=[CH:19][N:18]=[C:17]2[N:13]([CH:10]3[CH2:11][CH2:12][N:7]([CH2:6][C:2]4[NH:3][CH:4]=[CH:5][N:1]=4)[CH2:8][CH2:9]3)[N:14]=[C:15]([C:30]3[CH:29]=[CH:28][C:27]([NH:41][C:42](=[O:48])[O:43][C:44]([CH3:45])([CH3:46])[CH3:47])=[C:26]([O:25][CH3:24])[CH:31]=3)[C:16]=12. The catalyst class is: 6. (2) Reactant: ClC1[CH:20]=[C:19]([CH:17](NC(C2NC=[C:17]([C:19]3[C:24](Cl)=CN=C(NC(C)C)[CH:20]=3)C=2)=O)CO)[CH:24]=CC=1.N1C=NN=N1.C(#N)C.[C:38]([O:42]OO)([CH3:41])([CH3:40])[CH3:39]. Product: [C:38]([O:42][C:19]([CH3:17])([CH3:20])[CH3:24])([CH3:41])([CH3:40])[CH3:39]. The catalyst class is: 4.